Dataset: Peptide-MHC class II binding affinity with 134,281 pairs from IEDB. Task: Regression. Given a peptide amino acid sequence and an MHC pseudo amino acid sequence, predict their binding affinity value. This is MHC class II binding data. (1) The binding affinity (normalized) is 0.790. The MHC is HLA-DQA10501-DQB10301 with pseudo-sequence HLA-DQA10501-DQB10301. The peptide sequence is DVKVPGGGQIVGGVY. (2) The peptide sequence is LNFTGPCKGDSVTIK. The MHC is DRB5_0101 with pseudo-sequence DRB5_0101. The binding affinity (normalized) is 0.0545. (3) The binding affinity (normalized) is 0.123. The MHC is HLA-DPA10103-DPB10401 with pseudo-sequence HLA-DPA10103-DPB10401. The peptide sequence is AVFEAALTKAITAMT. (4) The peptide sequence is EKMYFAATQFEPLAA. The MHC is DRB1_0701 with pseudo-sequence DRB1_0701. The binding affinity (normalized) is 0.726. (5) The peptide sequence is LLKLTVAVGLHFHEM. The MHC is DRB1_0801 with pseudo-sequence DRB1_0801. The binding affinity (normalized) is 0.378. (6) The peptide sequence is EKEYFAATQFEPLAA. The MHC is HLA-DQA10301-DQB10302 with pseudo-sequence HLA-DQA10301-DQB10302. The binding affinity (normalized) is 0.669. (7) The peptide sequence is QAGEAETMTPSGLVI. The MHC is DRB1_0401 with pseudo-sequence DRB1_0401. The binding affinity (normalized) is 0.